From a dataset of Full USPTO retrosynthesis dataset with 1.9M reactions from patents (1976-2016). Predict the reactants needed to synthesize the given product. (1) Given the product [CH3:1][O:2][C:3]([C:5]1[CH:13]=[C:12]2[C:8]([CH:9]=[CH:10][N:11]2[CH2:27][C:22]2[CH:23]=[CH:24][CH:25]=[CH:26][N:21]=2)=[CH:7][CH:6]=1)=[O:4], predict the reactants needed to synthesize it. The reactants are: [CH3:1][O:2][C:3]([C:5]1[CH:13]=[C:12]2[C:8]([CH:9]=[CH:10][NH:11]2)=[CH:7][CH:6]=1)=[O:4].C([O-])([O-])=O.[Cs+].[Cs+].Cl.[N:21]1[CH:26]=[CH:25][CH:24]=[CH:23][C:22]=1[CH2:27]Cl.C(OCC)(=O)C. (2) The reactants are: [NH2:1]/[CH:2]=[C:3](/[N:9]1[C:13]([CH3:14])=[CH:12][CH:11]=[C:10]1[C:15]([O:17]CC)=O)\[C:4]([O:6][CH2:7][CH3:8])=[O:5].CC(C)([O-])C.[Na+].[H-].[Na+].O. Given the product [CH3:14][C:13]1[N:9]2[C:3]([C:4]([O:6][CH2:7][CH3:8])=[O:5])=[CH:2][NH:1][C:15](=[O:17])[C:10]2=[CH:11][CH:12]=1, predict the reactants needed to synthesize it. (3) The reactants are: [O:1]=[C:2]1[C:6]([CH2:7][C:8]([OH:10])=[O:9])=[CH:5][C:4](=O)[O:3]1.S(O)(O)(=O)=O.[NH2:17][NH2:18]. Given the product [O:1]=[C:2]1[C:6]([CH2:7][C:8]([OH:10])=[O:9])=[CH:5][C:4](=[O:3])[NH:18][NH:17]1, predict the reactants needed to synthesize it. (4) Given the product [CH3:1][O:2][C:3]1[CH:16]=[CH:15][C:6]([CH2:7][S:8](/[CH:11]=[CH:12]/[C:23]2[C:26]([O:32][CH3:33])=[CH:27][C:28]([O:30][CH3:31])=[CH:29][C:22]=2[O:21][CH3:20])(=[O:10])=[O:9])=[CH:5][C:4]=1[N+:17]([O-:19])=[O:18], predict the reactants needed to synthesize it. The reactants are: [CH3:1][O:2][C:3]1[CH:16]=[CH:15][C:6]([CH2:7][S:8]([CH2:11][C:12](O)=O)(=[O:10])=[O:9])=[CH:5][C:4]=1[N+:17]([O-:19])=[O:18].[CH3:20][O:21][C:22]1[CH:29]=[C:28]([O:30][CH3:31])[CH:27]=[C:26]([O:32][CH3:33])[C:23]=1C=O.C(N)C1C=CC=CC=1.